This data is from Reaction yield outcomes from USPTO patents with 853,638 reactions. The task is: Predict the reaction yield, written as a fraction of the theoretical maximum amount of product (1.0 means a 100% yield; for example, 0.34 means a 34% yield). (1) The yield is 0.800. The product is [F:10][C:11]1[C:12]([N+:1]([O-:4])=[O:2])=[C:13]([CH:17]=[C:18]([F:20])[CH:19]=1)[C:14]([OH:16])=[O:15]. No catalyst specified. The reactants are [N+:1]([O-:4])(O)=[O:2].OS(O)(=O)=O.[F:10][C:11]1[CH:12]=[C:13]([CH:17]=[C:18]([F:20])[CH:19]=1)[C:14]([OH:16])=[O:15]. (2) The reactants are [C:1]([C:4]1[CH:9]=[CH:8][C:7]([N:10]2[C:14]([C:15]3[CH:20]=[C:19]([C:21]([CH3:24])([CH3:23])[CH3:22])[N:18]=[C:17]([C:25]([CH3:28])([CH3:27])[CH3:26])[CH:16]=3)=[CH:13][C:12]([C:29]3[CH:38]=[CH:37][C:32]([C:33]([O:35]C)=[O:34])=[CH:31][CH:30]=3)=[N:11]2)=[CH:6][CH:5]=1)(=[O:3])[NH2:2].[Li+].[OH-].Cl. The catalyst is CO.C1COCC1. The product is [C:1]([C:4]1[CH:5]=[CH:6][C:7]([N:10]2[C:14]([C:15]3[CH:20]=[C:19]([C:21]([CH3:22])([CH3:23])[CH3:24])[N:18]=[C:17]([C:25]([CH3:28])([CH3:27])[CH3:26])[CH:16]=3)=[CH:13][C:12]([C:29]3[CH:38]=[CH:37][C:32]([C:33]([OH:35])=[O:34])=[CH:31][CH:30]=3)=[N:11]2)=[CH:8][CH:9]=1)(=[O:3])[NH2:2]. The yield is 0.880. (3) The reactants are [CH:1]1([C:5]([C:7]2[CH:8]=[N:9][C:10]3[C:15]([C:16]=2Cl)=[N:14][C:13]([Cl:18])=[CH:12][CH:11]=3)=[O:6])[CH2:4][CH2:3][CH2:2]1.[NH2:19][C:20]1[CH:21]=[CH:22][C:23]([N:26]2[CH2:31][CH2:30][CH2:29][C@H:28]([NH:32][C:33](=[O:39])[O:34][C:35]([CH3:38])([CH3:37])[CH3:36])[CH2:27]2)=[N:24][CH:25]=1. No catalyst specified. The product is [C:35]([O:34][C:33](=[O:39])[NH:32][C@H:28]1[CH2:29][CH2:30][CH2:31][N:26]([C:23]2[CH:22]=[CH:21][C:20]([NH:19][C:16]3[C:15]4[C:10](=[CH:11][CH:12]=[C:13]([Cl:18])[N:14]=4)[N:9]=[CH:8][C:7]=3[C:5]([CH:1]3[CH2:4][CH2:3][CH2:2]3)=[O:6])=[CH:25][N:24]=2)[CH2:27]1)([CH3:38])([CH3:36])[CH3:37]. The yield is 0.780.